This data is from Peptide-MHC class I binding affinity with 185,985 pairs from IEDB/IMGT. The task is: Regression. Given a peptide amino acid sequence and an MHC pseudo amino acid sequence, predict their binding affinity value. This is MHC class I binding data. (1) The peptide sequence is SVKKDLISY. The MHC is Patr-B0101 with pseudo-sequence Patr-B0101. The binding affinity (normalized) is 0. (2) The peptide sequence is QLTPHTKAV. The MHC is HLA-A31:01 with pseudo-sequence HLA-A31:01. The binding affinity (normalized) is 0. (3) The peptide sequence is FYHISTGGY. The MHC is HLA-B58:01 with pseudo-sequence HLA-B58:01. The binding affinity (normalized) is 0.0847. (4) The peptide sequence is DAKNDDWKKY. The MHC is HLA-A33:01 with pseudo-sequence HLA-A33:01. The binding affinity (normalized) is 0.